This data is from PAMPA (Parallel Artificial Membrane Permeability Assay) permeability data from NCATS. The task is: Regression/Classification. Given a drug SMILES string, predict its absorption, distribution, metabolism, or excretion properties. Task type varies by dataset: regression for continuous measurements (e.g., permeability, clearance, half-life) or binary classification for categorical outcomes (e.g., BBB penetration, CYP inhibition). Dataset: pampa_ncats. (1) The compound is CCOC(=O)CCNC1=CC(=NC(=N1)C2=CN=CC=C2)N3CCC4=CC=CC=C4CC3. The result is 1 (high permeability). (2) The molecule is C1=CC=C(C(=C1)C2=NC=C(C(=N2)NCC3=CC=C(C=C3)C4=CN=CC=C4)F)C(F)F. The result is 1 (high permeability). (3) The compound is COC(=O)C1=CC=CC=C1NC(=O)C2=CC=CC=C2OC(F)F. The result is 1 (high permeability). (4) The molecule is CCCCOC1=CC=C(C=C1)CC(=O)NO. The result is 1 (high permeability). (5) The compound is CC1=CC(=C(C=C1)C(=O)N2CCC3=C(C(=CC(=O)N3CC2)OC)C(=O)N(C)CC4=CSC=N4)C. The result is 0 (low-to-moderate permeability).